This data is from Full USPTO retrosynthesis dataset with 1.9M reactions from patents (1976-2016). The task is: Predict the reactants needed to synthesize the given product. (1) Given the product [CH3:2][N:3]1[CH:4]=[C:5]2[CH2:10][N:9]([CH2:11][CH2:12][CH2:13][CH2:14][O:15][C:16]3[CH:25]=[C:24]4[C:19]([CH2:20][CH2:21][C:22](=[O:26])[NH:23]4)=[CH:18][CH:17]=3)[CH2:8][CH2:7][C:6]2=[N:1]1, predict the reactants needed to synthesize it. The reactants are: [N:1]1[C:6]2[CH2:7][CH2:8][N:9]([CH2:11][CH2:12][CH2:13][CH2:14][O:15][C:16]3[CH:25]=[C:24]4[C:19]([CH2:20][CH2:21][C:22](=[O:26])[NH:23]4)=[CH:18][CH:17]=3)[CH2:10][C:5]=2[CH:4]=[N:3][CH:2]=1.CN1C=C2CNCCC2=N1. (2) Given the product [CH2:16]([N:10]1[CH:11]=[CH:12][O:13][C:14](=[O:15])[C@@H:9]1[C:6]1[CH:5]=[CH:4][C:3]([F:2])=[CH:8][CH:7]=1)[C:17]1[CH:18]=[CH:19][CH:20]=[CH:21][CH:22]=1, predict the reactants needed to synthesize it. The reactants are: Cl.[F:2][C:3]1[CH:8]=[CH:7][C:6]([C@H:9]2[C:14](=[O:15])[O:13][CH2:12][CH2:11][N:10]2[CH2:16][C:17]2[CH:22]=[CH:21][CH:20]=[CH:19][CH:18]=2)=[CH:5][CH:4]=1.COC(=O)C(N)C1C=CC(F)=CC=1.FC(F)(F)C(O)=O. (3) Given the product [Cl:16][C:17]1[C:18]([C:27]([F:29])([F:28])[F:30])=[N:19][N:20]([CH2:23][C:24]([NH:15][C:4]2[CH:5]=[N:6][N:7]([C:8]3[CH:13]=[CH:12][C:11]([F:14])=[CH:10][CH:9]=3)[C:3]=2[CH2:1][CH3:2])=[O:25])[C:21]=1[CH3:22], predict the reactants needed to synthesize it. The reactants are: [CH2:1]([C:3]1[N:7]([C:8]2[CH:13]=[CH:12][C:11]([F:14])=[CH:10][CH:9]=2)[N:6]=[CH:5][C:4]=1[NH2:15])[CH3:2].[Cl:16][C:17]1[C:18]([C:27]([F:30])([F:29])[F:28])=[N:19][N:20]([CH2:23][C:24](O)=[O:25])[C:21]=1[CH3:22].C(N(C(C)C)CC)(C)C.CN(C(ON1N=NC2C=CC=NC1=2)=[N+](C)C)C.F[P-](F)(F)(F)(F)F. (4) The reactants are: [C:1]([N:4]1[C:13]2[C:8](=[CH:9][CH:10]=[CH:11][CH:12]=2)[C:7](=O)[CH2:6][CH:5]1[CH3:15])(=[O:3])[CH3:2].[CH:16]([O:19][C:20]1[CH:26]=[CH:25][C:23]([NH2:24])=[CH:22][CH:21]=1)([CH3:18])[CH3:17].[ClH:27]. Given the product [ClH:27].[C:1]([N:4]1[C:13]2[C:8](=[CH:9][CH:10]=[CH:11][CH:12]=2)[C@H:7]([NH:24][C:23]2[CH:22]=[CH:21][C:20]([O:19][CH:16]([CH3:18])[CH3:17])=[CH:26][CH:25]=2)[CH2:6][C@@H:5]1[CH3:15])(=[O:3])[CH3:2], predict the reactants needed to synthesize it. (5) The reactants are: C(=[N:14][NH:15][C:16]1[CH:20]=[CH:19][S:18][C:17]=1[C:21]([C:23]1[N:27](COCC2C=CC=CC=2)[C:26]2[CH:37]=[C:38]([O:41][CH3:42])[CH:39]=[CH:40][C:25]=2[N:24]=1)=O)(C1C=CC=CC=1)C1C=CC=CC=1.Cl.C(O)C.C(=O)([O-])[O-].[K+].[K+]. Given the product [CH3:42][O:41][C:38]1[CH:39]=[CH:40][C:25]2[N:24]=[C:23]([C:21]3[C:17]4[S:18][CH:19]=[CH:20][C:16]=4[NH:15][N:14]=3)[NH:27][C:26]=2[CH:37]=1, predict the reactants needed to synthesize it. (6) Given the product [CH2:19]([NH:18][CH2:17][CH2:16][N:15]1[CH2:14][CH2:13][CH2:12][C:7]2[NH:8][CH:9]=[C:10]([CH3:11])[C:6]=2[C:4]1=[O:3])[CH3:20], predict the reactants needed to synthesize it. The reactants are: C([O:3][C:4]([C:6]1[C:10]([CH3:11])=[CH:9][NH:8][C:7]=1[CH2:12][CH2:13][CH2:14][NH:15][CH2:16][CH2:17][NH:18][CH2:19][CH3:20])=O)C.C[Al](C)C. (7) Given the product [Cl:1][C:2]1[CH:3]=[C:4]([NH:5][C:19](=[O:20])[CH2:18][CH2:17][CH2:16][N:15]2[CH2:14][CH2:13][N:12]3[CH2:22][CH2:23][CH2:24][CH2:25][CH:11]3[CH2:10]2)[CH:6]=[CH:7][C:8]=1[Cl:9], predict the reactants needed to synthesize it. The reactants are: [Cl:1][C:2]1[CH:3]=[C:4]([CH:6]=[CH:7][C:8]=1[Cl:9])[NH2:5].[CH2:10]1[N:15]([CH2:16][CH2:17][CH2:18][C:19](O)=[O:20])[CH2:14][CH2:13][N:12]2[CH2:22][CH2:23][CH2:24][CH2:25][CH:11]12. (8) Given the product [CH3:16][C:10]1[N:9]=[C:8]([C:3]2[C:2]([NH:26][C:21]3[C:20]4[CH:19]=[N:18][NH:17][C:25]=4[CH:24]=[CH:23][CH:22]=3)=[N:7][CH:6]=[CH:5][N:4]=2)[CH:13]=[C:12]([S:14][CH3:15])[N:11]=1, predict the reactants needed to synthesize it. The reactants are: Cl[C:2]1[C:3]([C:8]2[CH:13]=[C:12]([S:14][CH3:15])[N:11]=[C:10]([CH3:16])[N:9]=2)=[N:4][CH:5]=[CH:6][N:7]=1.[NH:17]1[C:25]2[CH:24]=[CH:23][CH:22]=[C:21]([NH2:26])[C:20]=2[CH:19]=[N:18]1.